This data is from Reaction yield outcomes from USPTO patents with 853,638 reactions. The task is: Predict the reaction yield, written as a fraction of the theoretical maximum amount of product (1.0 means a 100% yield; for example, 0.34 means a 34% yield). (1) The reactants are [Li+].[OH-].[CH2:3]([O:10][N:11]1[C:17](=[O:18])[N:16]2[CH2:19][C@H:12]1[CH2:13][CH2:14][C@H:15]2[C:20]([O:22]CC)=[O:21])[C:4]1[CH:9]=[CH:8][CH:7]=[CH:6][CH:5]=1. The yield is 0.777. The product is [CH2:3]([O:10][N:11]1[C:17](=[O:18])[N:16]2[CH2:19][C@H:12]1[CH2:13][CH2:14][C@H:15]2[C:20]([OH:22])=[O:21])[C:4]1[CH:9]=[CH:8][CH:7]=[CH:6][CH:5]=1. The catalyst is C1COCC1.O. (2) The reactants are N.F[C:3](F)(F)[C:4]([NH:6][CH2:7][CH2:8][CH2:9][N:10]([CH3:28])[CH2:11][CH2:12][CH2:13][NH:14][C:15]1[N:16]=[N+:17]([O-:27])[C:18]2[CH:25]=[CH:24][C:23]([CH3:26])=[CH:22][C:19]=2[N+:20]=1[O-:21])=[O:5].N1(C([C:38]2[C:51]3[C:42](=[N:43][C:44]4[C:49]([N:50]=3)=C[CH:47]=[CH:46][CH:45]=4)[CH:41]=[CH:40][CH:39]=2)=O)C=CN=C1. The catalyst is CO. The yield is 0.980. The product is [CH3:28][N:10]([CH2:11][CH2:12][CH2:13][NH:14][C:15]1[N:16]=[N+:17]([O-:27])[C:18]2[CH:25]=[CH:24][C:23]([CH3:26])=[CH:22][C:19]=2[N+:20]=1[O-:21])[CH2:9][CH2:8][CH2:7][NH:6][C:4]([C:3]1[C:49]2[C:44](=[N:43][C:42]3[C:51]([N:50]=2)=[CH:38][CH:39]=[CH:40][CH:41]=3)[CH:45]=[CH:46][CH:47]=1)=[O:5]. (3) The reactants are [C:1]([O:5][C:6]([N:8]1[CH2:13][CH:12]=[C:11]([C:14]2[CH:15]=[CH:16][C:17]3[O:26][CH2:25][CH2:24]C4N(N=C(C5N(CC(F)(F)F)N=CN=5)C=4)[C:18]=3[CH:37]=2)[CH2:10][CH2:9]1)=[O:7])([CH3:4])([CH3:3])[CH3:2].BrC1C=CC2OCC[C:48]3[C:44](=[N:45][N:46]([C:52]4[N:53]([C:57]5[CH:62]=[CH:61][CH:60]=[CH:59][C:58]=5[Cl:63])[N:54]=[CH:55][N:56]=4)[CH:47]=3)C=2C=1. No catalyst specified. The product is [C:1]([O:5][C:6]([N:8]1[CH2:13][CH:12]=[C:11]([C:14]2[CH:15]=[CH:16][C:17]3[O:26][CH2:25][CH2:24][C:48]4[C:44](=[N:45][N:46]([C:52]5[N:53]([C:57]6[CH:62]=[CH:61][CH:60]=[CH:59][C:58]=6[Cl:63])[N:54]=[CH:55][N:56]=5)[CH:47]=4)[C:18]=3[CH:37]=2)[CH2:10][CH2:9]1)=[O:7])([CH3:4])([CH3:2])[CH3:3]. The yield is 0.800. (4) The reactants are [Br:1][C:2]1[C:3]([F:13])=[CH:4][C:5]([N+:10]([O-])=O)=[C:6]([CH:9]=1)[CH:7]=O.[C:14]([O:19][CH2:20][CH3:21])(=[O:18])[C:15]([CH3:17])=O.[Sn](Cl)Cl. The catalyst is C(O)C.[Cl-].[Zn+2].[Cl-]. The product is [Br:1][C:2]1[CH:9]=[C:6]2[C:5](=[CH:4][C:3]=1[F:13])[N:10]=[C:15]([C:14]([O:19][CH2:20][CH3:21])=[O:18])[CH:17]=[CH:7]2. The yield is 0.200. (5) The reactants are C(OP([CH2:9][C:10]([O:12][C:13]([CH3:16])([CH3:15])[CH3:14])=[O:11])(OCC)=O)C.[H-].[Na+].[CH3:19][C:20]1[CH:21]=[C:22]([CH:25]=[CH:26][N:27]=1)[CH:23]=O.O. The catalyst is O1CCCC1. The product is [CH3:19][C:20]1[CH:21]=[C:22](/[CH:23]=[CH:9]/[C:10]([O:12][C:13]([CH3:14])([CH3:15])[CH3:16])=[O:11])[CH:25]=[CH:26][N:27]=1. The yield is 0.480. (6) The reactants are [F:1][C:2]1[CH:7]=[CH:6][CH:5]=[CH:4][C:3]=1[C:8]1[C:9]([N:26]2[CH2:31][CH2:30][N:29]([C:32]([O:34][C:35]([CH3:38])([CH3:37])[CH3:36])=[O:33])[CH2:28][CH2:27]2)=[C:10]2[CH:16]=[CH:15][N:14](S(C3C=CC=CC=3)(=O)=O)[C:11]2=[N:12][CH:13]=1.C1COCC1.CO.[Li+].[OH-]. The catalyst is O. The product is [F:1][C:2]1[CH:7]=[CH:6][CH:5]=[CH:4][C:3]=1[C:8]1[C:9]([N:26]2[CH2:27][CH2:28][N:29]([C:32]([O:34][C:35]([CH3:38])([CH3:37])[CH3:36])=[O:33])[CH2:30][CH2:31]2)=[C:10]2[CH:16]=[CH:15][NH:14][C:11]2=[N:12][CH:13]=1. The yield is 0.893. (7) The reactants are [CH2:1]([O:4][N:5]([C:24]([O:26][C:27]([CH3:30])([CH3:29])[CH3:28])=[O:25])[C@H:6]1[CH2:11][N:10]([C:12]([O:14][C:15]([CH3:18])([CH3:17])[CH3:16])=[O:13])[C@H:9]([CH2:19][OH:20])[CH:8]=[C:7]1[CH2:21][O:22][CH3:23])[CH:2]=[CH2:3].I([O-])(=O)(=O)=O.[Na+].OS([O-])=O.[Na+].C(O[N:46](C(OC(C)(C)C)=O)[C@H]1CN(C(OC(C)(C)C)=O)[C@H](C(O)=O)C=C1COC)C=C.[Cl-].[NH4+].CN(C(ON1N=NC2C=CC=NC1=2)=[N+](C)C)C.F[P-](F)(F)(F)(F)F.CCN(C(C)C)C(C)C. The catalyst is CC#N.C(OCC)(=O)C.CN(C=O)C. The product is [CH2:1]([O:4][N:5]([C:24]([O:26][C:27]([CH3:30])([CH3:29])[CH3:28])=[O:25])[C@H:6]1[CH2:11][N:10]([C:12]([O:14][C:15]([CH3:18])([CH3:17])[CH3:16])=[O:13])[C@H:9]([C:19](=[O:20])[NH2:46])[CH:8]=[C:7]1[CH2:21][O:22][CH3:23])[CH:2]=[CH2:3]. The yield is 0.433.